Task: Predict which catalyst facilitates the given reaction.. Dataset: Catalyst prediction with 721,799 reactions and 888 catalyst types from USPTO (1) Reactant: [F:1][C:2]1[CH:7]=[CH:6][C:5]([N:8]([CH3:13])[CH:9]2[CH2:12][NH:11][CH2:10]2)=[C:4]([CH3:14])[CH:3]=1.C(N(CC)CC)C.Cl[C:23]1[N:32]=[CH:31][C:30]([Cl:33])=[CH:29][C:24]=1[C:25]([O:27][CH3:28])=[O:26]. Product: [Cl:33][C:30]1[CH:31]=[N:32][C:23]([N:11]2[CH2:12][CH:9]([N:8]([C:5]3[CH:6]=[CH:7][C:2]([F:1])=[CH:3][C:4]=3[CH3:14])[CH3:13])[CH2:10]2)=[C:24]([CH:29]=1)[C:25]([O:27][CH3:28])=[O:26]. The catalyst class is: 83. (2) Reactant: [CH2:1]([O:8][C:9]1[CH:14]=[C:13](Br)[CH:12]=[C:11]([F:16])[C:10]=1[C:17]1[S:21][C:20]([N:22]2[CH2:25][C:24]3([CH2:30][CH2:29][N:28]([C:31]([O:33][C:34]([CH3:37])([CH3:36])[CH3:35])=[O:32])[CH2:27][CH2:26]3)[CH2:23]2)=[N:19][N:18]=1)[C:2]1[CH:7]=[CH:6][CH:5]=[CH:4][CH:3]=1.CC1(C)C(C)(C)OB([C:46]2[CH:47]=[N:48][NH:49][CH:50]=2)O1.C([O-])([O-])=O.[Na+].[Na+]. Product: [CH2:1]([O:8][C:9]1[CH:14]=[C:13]([C:46]2[CH:47]=[N:48][NH:49][CH:50]=2)[CH:12]=[C:11]([F:16])[C:10]=1[C:17]1[S:21][C:20]([N:22]2[CH2:25][C:24]3([CH2:30][CH2:29][N:28]([C:31]([O:33][C:34]([CH3:37])([CH3:36])[CH3:35])=[O:32])[CH2:27][CH2:26]3)[CH2:23]2)=[N:19][N:18]=1)[C:2]1[CH:7]=[CH:6][CH:5]=[CH:4][CH:3]=1. The catalyst class is: 70. (3) Reactant: Cl[C:2]1[CH:3]=[C:4]2[C:12](=[O:13])[C:11]3[CH:14]=[C:15]([CH:18]([F:20])[CH3:19])[N:16]=[CH:17][C:10]=3[CH:9]=[CH:8][C:5]2=[N:6][CH:7]=1.[CH3:21][N:22]1[CH:26]=[C:25](B2OC(C)(C)C(C)(C)O2)[CH:24]=[N:23]1.F[B-](F)(F)F.C([PH+](C(C)(C)C)C(C)(C)C)(C)(C)C.[F-].[K+]. Product: [F:20][CH:18]([C:15]1[N:16]=[CH:17][C:10]2[CH:9]=[CH:8][C:5]3=[N:6][CH:7]=[C:2]([C:25]4[CH:24]=[N:23][N:22]([CH3:21])[CH:26]=4)[CH:3]=[C:4]3[C:12](=[O:13])[C:11]=2[CH:14]=1)[CH3:19]. The catalyst class is: 533. (4) Reactant: [Cl:1][C:2]1[C:3]([OH:12])=[C:4]([C:9](=[O:11])[CH3:10])[CH:5]=[C:6]([OH:8])[CH:7]=1.C(N(CC)CC)C.[CH:20]([Si:23](Cl)([CH:27]([CH3:29])[CH3:28])[CH:24]([CH3:26])[CH3:25])([CH3:22])[CH3:21]. Product: [Cl:1][C:2]1[C:3]([OH:12])=[C:4]([C:9](=[O:11])[CH3:10])[CH:5]=[C:6]([O:8][Si:23]([CH:27]([CH3:29])[CH3:28])([CH:24]([CH3:26])[CH3:25])[CH:20]([CH3:22])[CH3:21])[CH:7]=1. The catalyst class is: 4. (5) Reactant: [NH2:1][C:2]1[CH:7]=[CH:6][C:5]([SH:8])=[CH:4][CH:3]=1.Cl[CH2:10][C:11]1[N:15]=[CH:14][O:13][N:12]=1.C(N(CC)CC)C.O. Product: [O:13]1[CH:14]=[N:15][C:11]([CH2:10][S:8][C:5]2[CH:6]=[CH:7][C:2]([NH2:1])=[CH:3][CH:4]=2)=[N:12]1. The catalyst class is: 1. (6) Reactant: Cl[C:2]1[N:3]=[N:4][C:5]([CH3:24])=[CH:6][C:7]=1[C:8]([N:10]1[CH2:15][CH2:14][CH2:13][CH:12]([C:16]2[CH:21]=[CH:20][C:19]([Cl:22])=[CH:18][C:17]=2[CH3:23])[CH2:11]1)=[O:9]. Product: [Cl:22][C:19]1[CH:20]=[CH:21][C:16]([CH:12]2[CH2:13][CH2:14][CH2:15][N:10]([C:8]([C:7]3[CH:6]=[C:5]([CH3:24])[N:4]=[N:3][CH:2]=3)=[O:9])[CH2:11]2)=[C:17]([CH3:23])[CH:18]=1. The catalyst class is: 19. (7) Reactant: [CH:1](=[C:8]1[CH2:16][C:15]2[C:10](=[CH:11][CH:12]=[CH:13][CH:14]=2)[C:9]1=[O:17])[C:2]1[CH:7]=[CH:6][CH:5]=[CH:4][CH:3]=1. Product: [CH2:1]([CH:8]1[CH2:16][C:15]2[C:10](=[CH:11][CH:12]=[CH:13][CH:14]=2)[C:9]1=[O:17])[C:2]1[CH:3]=[CH:4][CH:5]=[CH:6][CH:7]=1. The catalyst class is: 29. (8) Reactant: [Cl:1][C:2]1[C:7]([CH3:8])=[CH:6][CH:5]=[C:4]([C:9]#[N:10])[N:3]=1.[Br:11]N1C(=O)CCC1=O.CC(N=NC(C#N)(C)C)(C#N)C. Product: [Br:11][CH2:8][C:7]1[C:2]([Cl:1])=[N:3][C:4]([C:9]#[N:10])=[CH:5][CH:6]=1. The catalyst class is: 53. (9) Reactant: C(=O)([O-])[O-].[Cs+].[Cs+].[C:7]([O:11][C:12](=[O:31])[C@@H:13]([NH:20][C:21](=[O:30])[C:22]1[CH:27]=[CH:26][C:25]([Br:28])=[CH:24][C:23]=1[OH:29])[CH2:14][O:15][C:16]([CH3:19])([CH3:18])[CH3:17])([CH3:10])([CH3:9])[CH3:8].[CH2:32](Br)[C:33]1[CH:38]=[CH:37][CH:36]=[CH:35][CH:34]=1. Product: [C:7]([O:11][C:12](=[O:31])[C@@H:13]([NH:20][C:21](=[O:30])[C:22]1[CH:27]=[CH:26][C:25]([Br:28])=[CH:24][C:23]=1[O:29][CH2:32][C:33]1[CH:38]=[CH:37][CH:36]=[CH:35][CH:34]=1)[CH2:14][O:15][C:16]([CH3:19])([CH3:18])[CH3:17])([CH3:8])([CH3:9])[CH3:10]. The catalyst class is: 3.